Dataset: Reaction yield outcomes from USPTO patents with 853,638 reactions. Task: Predict the reaction yield, written as a fraction of the theoretical maximum amount of product (1.0 means a 100% yield; for example, 0.34 means a 34% yield). The reactants are [CH3:1][O:2][C:3](=[O:30])[C:4]1[CH:16]=[C:15]([Sn](CCCC)(CCCC)CCCC)[CH:14]=[C:6]([C:7]([N:9]([CH3:13])[CH2:10][CH2:11][CH3:12])=[O:8])[CH:5]=1.[O:31]1[CH:35]=[CH:34][CH:33]=[C:32]1[C:36](Cl)=[O:37].C(P(C(C)(C)C)C1C=CC=CC=1C1C=CC=CC=1)(C)(C)C. The catalyst is C1COCC1.C1C=CC(/C=C/C(/C=C/C2C=CC=CC=2)=O)=CC=1.C1C=CC(/C=C/C(/C=C/C2C=CC=CC=2)=O)=CC=1.C1C=CC(/C=C/C(/C=C/C2C=CC=CC=2)=O)=CC=1.[Pd].[Pd]. The product is [CH3:1][O:2][C:3](=[O:30])[C:4]1[CH:16]=[C:15]([C:36]([C:32]2[O:31][CH:35]=[CH:34][CH:33]=2)=[O:37])[CH:14]=[C:6]([C:7]([N:9]([CH3:13])[CH2:10][CH2:11][CH3:12])=[O:8])[CH:5]=1. The yield is 0.500.